From a dataset of Full USPTO retrosynthesis dataset with 1.9M reactions from patents (1976-2016). Predict the reactants needed to synthesize the given product. (1) The reactants are: [F:1][C:2]1[CH:3]=[C:4]2[C:9](=[CH:10][C:11]=1[F:12])[NH:8][CH:7]=[C:6]([C:13]#[N:14])[C:5]2=[O:15].Cl[CH2:17][CH2:18][N:19]1[CH2:24][CH2:23][O:22][CH2:21][CH2:20]1. Given the product [F:1][C:2]1[CH:3]=[C:4]2[C:9](=[CH:10][C:11]=1[F:12])[N:8]([CH2:17][CH2:18][N:19]1[CH2:24][CH2:23][O:22][CH2:21][CH2:20]1)[CH:7]=[C:6]([C:13]#[N:14])[C:5]2=[O:15], predict the reactants needed to synthesize it. (2) The reactants are: [BH4-].[Na+].O.[CH2:4]([O:6][CH:7]([O:19][CH2:20][CH3:21])[CH2:8]/[N:9]=[CH:10]/[C:11]1[CH:16]=[CH:15][CH:14]=[C:13]([O:17][CH3:18])[CH:12]=1)[CH3:5]. Given the product [CH2:20]([O:19][CH:7]([O:6][CH2:4][CH3:5])[CH2:8][NH:9][CH2:10][C:11]1[CH:16]=[CH:15][CH:14]=[C:13]([O:17][CH3:18])[CH:12]=1)[CH3:21], predict the reactants needed to synthesize it. (3) Given the product [O:9]1[CH:10]=[CH:11][CH:12]=[C:8]1[CH2:7][C:6]1[CH:5]=[C:4]([CH:15]=[CH:14][CH:13]=1)[NH2:1], predict the reactants needed to synthesize it. The reactants are: [N+:1]([C:4]1[CH:5]=[C:6]([CH:13]=[CH:14][CH:15]=1)[CH2:7][C:8]1[O:9][CH:10]=[CH:11][CH:12]=1)([O-])=O.Cl.C(=O)(O)[O-].[Na+]. (4) Given the product [CH3:27][O:26][C:24]1[CH:23]=[C:22]([O:28][CH3:29])[N:21]=[C:20]([CH:19]([S:18][CH3:17])[C:7]2[CH:8]=[CH:9][CH:10]=[C:4]([CH2:3][O:2][CH3:1])[C:5]=2[NH2:6])[N:25]=1, predict the reactants needed to synthesize it. The reactants are: [CH3:1][O:2][CH2:3][C:4]1[CH:10]=[CH:9][CH:8]=[CH:7][C:5]=1[NH2:6].ClOC(C)(C)C.[CH3:17][S:18][CH2:19][C:20]1[N:25]=[C:24]([O:26][CH3:27])[CH:23]=[C:22]([O:28][CH3:29])[N:21]=1.C[O-].[Na+]. (5) Given the product [ClH:1].[NH2:14][C:11]([C:8]1[CH:7]=[CH:6][C:5]([NH2:2])=[CH:10][CH:9]=1)([CH3:13])[CH3:12], predict the reactants needed to synthesize it. The reactants are: [ClH:1].[N+:2]([C:5]1[CH:10]=[CH:9][C:8]([C:11]([NH2:14])([CH3:13])[CH3:12])=[CH:7][CH:6]=1)([O-])=O.